Dataset: Full USPTO retrosynthesis dataset with 1.9M reactions from patents (1976-2016). Task: Predict the reactants needed to synthesize the given product. (1) Given the product [C:1]([O:5][C:6]([N:8]1[CH2:13][CH2:12][C@H:11]([O:14][C:15]2[CH:20]=[CH:19][CH:18]=[C:17]([NH:21][C:26](=[O:27])[C:25]3[CH:29]=[CH:30][C:31]([F:33])=[CH:32][C:24]=3[Cl:23])[N:16]=2)[CH2:10][C@@H:9]1[CH3:22])=[O:7])([CH3:4])([CH3:2])[CH3:3], predict the reactants needed to synthesize it. The reactants are: [C:1]([O:5][C:6]([N:8]1[CH2:13][CH2:12][C@H:11]([O:14][C:15]2[CH:20]=[CH:19][CH:18]=[C:17]([NH2:21])[N:16]=2)[CH2:10][C@@H:9]1[CH3:22])=[O:7])([CH3:4])([CH3:3])[CH3:2].[Cl:23][C:24]1[CH:32]=[C:31]([F:33])[CH:30]=[CH:29][C:25]=1[C:26](Cl)=[O:27]. (2) Given the product [CH:13]1([C:19]2[C:3]3[C:2](=[CH:11][CH:10]=[C:5]([C:6]([O:8][CH3:9])=[O:7])[CH:4]=3)[NH:1][C:20]=2[Si:21]([CH3:22])([CH3:24])[CH3:23])[CH2:18][CH2:17][CH2:16][CH2:15][CH2:14]1, predict the reactants needed to synthesize it. The reactants are: [NH2:1][C:2]1[CH:11]=[CH:10][C:5]([C:6]([O:8][CH3:9])=[O:7])=[CH:4][C:3]=1I.[CH:13]1([C:19]#[C:20][Si:21]([CH3:24])([CH3:23])[CH3:22])[CH2:18][CH2:17][CH2:16][CH2:15][CH2:14]1. (3) Given the product [Cl:8][C:9]1[CH:10]=[C:11]([C:19]2[O:23][N:22]=[C:21]([C:24]3[CH:29]=[N:28][CH:27]=[C:26]4[N:30]([CH2:3][CH2:2][C:1]([O:5][CH2:6][CH3:7])=[O:4])[CH:31]=[CH:32][C:25]=34)[N:20]=2)[CH:12]=[CH:13][C:14]=1[O:15][CH:16]([CH3:18])[CH3:17], predict the reactants needed to synthesize it. The reactants are: [C:1]([O:5][CH2:6][CH3:7])(=[O:4])[CH:2]=[CH2:3].[Cl:8][C:9]1[CH:10]=[C:11]([C:19]2[O:23][N:22]=[C:21]([C:24]3[CH:29]=[N:28][CH:27]=[C:26]4[NH:30][CH:31]=[CH:32][C:25]=34)[N:20]=2)[CH:12]=[CH:13][C:14]=1[O:15][CH:16]([CH3:18])[CH3:17].N12CCCN=C1CCCCC2. (4) Given the product [CH:3]([C@@H:2]1[NH:1][C:10](=[O:12])[C@H:28]([CH2:29][CH:30]([CH3:32])[CH3:31])[NH:27][CH2:7]1)([CH2:5][CH3:6])[CH3:4], predict the reactants needed to synthesize it. The reactants are: [NH:1]([C:10]([O:12]CC1C2C(=CC=CC=2)C2C1=CC=CC=2)=O)[C@H:2]([C:7](O)=O)[C@H:3]([CH2:5][CH3:6])[CH3:4].[NH2:27][C@H:28](C(O)=O)[CH2:29][CH:30]([CH3:32])[CH3:31]. (5) Given the product [Cl:1][C:2]1[CH:12]=[C:11]([O:13][CH2:14][CH:15]=[C:16]([Cl:17])[Cl:18])[CH:10]=[C:9]([Cl:19])[C:3]=1[CH2:4][O:5][CH2:6][CH2:7][O:8][C:26](=[O:27])[C:25]1[CH:29]=[CH:30][C:22]([C:21]([F:20])([F:31])[F:32])=[CH:23][CH:24]=1, predict the reactants needed to synthesize it. The reactants are: [Cl:1][C:2]1[CH:12]=[C:11]([O:13][CH2:14][CH:15]=[C:16]([Cl:18])[Cl:17])[CH:10]=[C:9]([Cl:19])[C:3]=1[CH2:4][O:5][CH2:6][CH2:7][OH:8].[F:20][C:21]([F:32])([F:31])[C:22]1[CH:30]=[CH:29][C:25]([C:26](O)=[O:27])=[CH:24][CH:23]=1.Cl.CN(C)CCCN=C=NCC. (6) Given the product [CH3:13][S:14]([N:6]([C:5]1[CH:7]=[CH:8][CH:9]=[CH:10][C:4]=1[N+:1]([O-:3])=[O:2])[S:14]([CH3:13])(=[O:16])=[O:15])(=[O:16])=[O:15], predict the reactants needed to synthesize it. The reactants are: [N+:1]([C:4]1[CH:10]=[CH:9][CH:8]=[CH:7][C:5]=1[NH2:6])([O-:3])=[O:2].[H-].[Na+].[CH3:13][S:14](Cl)(=[O:16])=[O:15]. (7) Given the product [CH:45]([C:42]1[CH:43]=[CH:44][C:39]([NH:38][C:36]([C:32]2[CH:31]=[C:30]([C:6]3[CH:5]=[N:4][C:3]([O:2][CH3:1])=[C:8]([NH:9][C:10](=[O:19])[O:11][CH2:12][C:13]4[CH:14]=[CH:15][CH:16]=[CH:17][CH:18]=4)[CH:7]=3)[CH:35]=[CH:34][N:33]=2)=[O:37])=[CH:40][C:41]=1[CH3:48])([CH3:47])[CH3:46], predict the reactants needed to synthesize it. The reactants are: [CH3:1][O:2][C:3]1[C:8]([NH:9][C:10](=[O:19])[O:11][CH2:12][C:13]2[CH:18]=[CH:17][CH:16]=[CH:15][CH:14]=2)=[CH:7][C:6](B2OC(C)(C)C(C)(C)O2)=[CH:5][N:4]=1.Br[C:30]1[CH:35]=[CH:34][N:33]=[C:32]([C:36]([NH:38][C:39]2[CH:44]=[CH:43][C:42]([CH:45]([CH3:47])[CH3:46])=[C:41]([CH3:48])[CH:40]=2)=[O:37])[CH:31]=1.C([O-])([O-])=O.[K+].[K+]. (8) Given the product [Si:22]([O:29][CH2:30][CH2:31][S:32][C:33]1[CH:38]=[CH:37][C:36]([O:21][CH2:20][C:4]2[CH:5]=[N:6][N:7]([CH:8]3[CH2:13][CH2:12][N:11]([C:14]([O:16][CH:17]([CH3:19])[CH3:18])=[O:15])[CH2:10][CH2:9]3)[C:3]=2[C:1]#[N:2])=[C:35]([F:40])[CH:34]=1)([C:25]([CH3:28])([CH3:27])[CH3:26])([CH3:24])[CH3:23], predict the reactants needed to synthesize it. The reactants are: [C:1]([C:3]1[N:7]([CH:8]2[CH2:13][CH2:12][N:11]([C:14]([O:16][CH:17]([CH3:19])[CH3:18])=[O:15])[CH2:10][CH2:9]2)[N:6]=[CH:5][C:4]=1[CH2:20][OH:21])#[N:2].[Si:22]([O:29][CH2:30][CH2:31][S:32][C:33]1[CH:38]=[CH:37][C:36](O)=[C:35]([F:40])[CH:34]=1)([C:25]([CH3:28])([CH3:27])[CH3:26])([CH3:24])[CH3:23].C1(P(C2C=CC=CC=2)C2C=CC=CC=2)C=CC=CC=1.N(C(OCC)=O)=NC(OCC)=O. (9) Given the product [CH2:1]([O:3][C:4](=[O:33])[CH2:5][C:6]1[CH:7]=[C:8]([C:14]2[CH:19]=[CH:18][C:17]([C:20]3[CH:21]=[N:22][C:23]([O:26][CH2:27][CH3:28])=[CH:24][CH:25]=3)=[CH:16][C:15]=2[CH2:29][N:30]([C:41](=[O:42])[CH2:40][O:39][C:38]2[CH:44]=[CH:45][C:35]([Cl:34])=[CH:36][CH:37]=2)[CH2:31][CH3:32])[C:9]([O:12][CH3:13])=[CH:10][CH:11]=1)[CH3:2], predict the reactants needed to synthesize it. The reactants are: [CH2:1]([O:3][C:4](=[O:33])[CH2:5][C:6]1[CH:7]=[C:8]([C:14]2[CH:19]=[CH:18][C:17]([C:20]3[CH:21]=[N:22][C:23]([O:26][CH2:27][CH3:28])=[CH:24][CH:25]=3)=[CH:16][C:15]=2[CH2:29][NH:30][CH2:31][CH3:32])[C:9]([O:12][CH3:13])=[CH:10][CH:11]=1)[CH3:2].[Cl:34][C:35]1[CH:45]=[CH:44][C:38]([O:39][CH2:40][C:41](Cl)=[O:42])=[CH:37][CH:36]=1. (10) The reactants are: [CH:1]([O:4][C:5]1[CH:25]=[CH:24][C:8]([C:9]([NH:11][C:12]2[C:16]3[CH:17]=[CH:18][CH:19]=[CH:20][C:15]=3[O:14][C:13]=2[C:21]([NH2:23])=[O:22])=O)=[CH:7][CH:6]=1)([CH3:3])[CH3:2].CC([O-])(C)C.[K+]. Given the product [CH:1]([O:4][C:5]1[CH:25]=[CH:24][C:8]([C:9]2[NH:23][C:21](=[O:22])[C:13]3[O:14][C:15]4[CH:20]=[CH:19][CH:18]=[CH:17][C:16]=4[C:12]=3[N:11]=2)=[CH:7][CH:6]=1)([CH3:3])[CH3:2], predict the reactants needed to synthesize it.